The task is: Predict the reactants needed to synthesize the given product.. This data is from Full USPTO retrosynthesis dataset with 1.9M reactions from patents (1976-2016). (1) Given the product [C:25]([O:24][C@@H:18]([C:9]1[C:8]([CH3:29])=[CH:7][C:5]2[N:6]=[C:2]([C:49]3[CH:50]=[CH:51][C:33]4[N:32]=[C:31]([CH3:30])[N:35]([C@@H:36]5[CH2:40][CH2:39][N:38]([C:41]([O:43][C:44]([CH3:46])([CH3:45])[CH3:47])=[O:42])[CH2:37]5)[C:34]=4[CH:48]=3)[S:3][C:4]=2[C:10]=1[C:11]1[CH:16]=[CH:15][C:14]([Cl:17])=[CH:13][CH:12]=1)[C:19]([O:21][CH2:22][CH3:23])=[O:20])([CH3:28])([CH3:27])[CH3:26], predict the reactants needed to synthesize it. The reactants are: Br[C:2]1[S:3][C:4]2[C:10]([C:11]3[CH:16]=[CH:15][C:14]([Cl:17])=[CH:13][CH:12]=3)=[C:9]([C@H:18]([O:24][C:25]([CH3:28])([CH3:27])[CH3:26])[C:19]([O:21][CH2:22][CH3:23])=[O:20])[C:8]([CH3:29])=[CH:7][C:5]=2[N:6]=1.[CH3:30][C:31]1[N:35]([C@@H:36]2[CH2:40][CH2:39][N:38]([C:41]([O:43][C:44]([CH3:47])([CH3:46])[CH3:45])=[O:42])[CH2:37]2)[C:34]2[CH:48]=[C:49](B3OC(C)(C)C(C)(C)O3)[CH:50]=[CH:51][C:33]=2[N:32]=1.C([O-])([O-])=O.[K+].[K+]. (2) Given the product [C:34]([NH:2][C@@H:3]1[CH2:8][CH2:7][C@H:6]([NH:9][C:10]([C:12]2[C:16]3[N:17]=[CH:18][N:19]=[C:20]([C:21]4[CH:26]=[C:25]([CH3:27])[CH:24]=[CH:23][C:22]=4[O:28][CH2:29][CH:30]4[CH2:31][CH2:32]4)[C:15]=3[NH:14][C:13]=2[CH3:33])=[O:11])[CH2:5][CH2:4]1)(=[O:36])[CH3:35], predict the reactants needed to synthesize it. The reactants are: Cl.[NH2:2][C@@H:3]1[CH2:8][CH2:7][C@H:6]([NH:9][C:10]([C:12]2[C:16]3[N:17]=[CH:18][N:19]=[C:20]([C:21]4[CH:26]=[C:25]([CH3:27])[CH:24]=[CH:23][C:22]=4[O:28][CH2:29][CH:30]4[CH2:32][CH2:31]4)[C:15]=3[NH:14][C:13]=2[CH3:33])=[O:11])[CH2:5][CH2:4]1.[C:34](Cl)(=[O:36])[CH3:35]. (3) Given the product [OH:46][CH2:45][CH2:47][NH:49][C:51]([C@@H:6]1[CH2:7][CH2:5][CH2:4][N:3]1[S:24]([C:23]1[N:19]2[C@:18]([CH3:40])([CH2:28][C:29]3[CH:34]=[CH:33][C:32]([O:35][C:36]([F:39])([F:38])[F:37])=[CH:31][CH:30]=3)[C:17](=[O:41])[N:16]([C:11]3[CH:10]=[C:9]([Cl:8])[CH:14]=[C:13]([Cl:15])[CH:12]=3)[C:20]2=[N:21][CH:22]=1)(=[O:26])=[O:25])=[O:52], predict the reactants needed to synthesize it. The reactants are: C([N:3]([CH2:6][CH3:7])[CH2:4][CH3:5])C.[Cl:8][C:9]1[CH:10]=[C:11]([N:16]2[C:20]3=[N:21][CH:22]=[C:23]([S:24](Cl)(=[O:26])=[O:25])[N:19]3[C@:18]([CH3:40])([CH2:28][C:29]3[CH:34]=[CH:33][C:32]([O:35][C:36]([F:39])([F:38])[F:37])=[CH:31][CH:30]=3)[C:17]2=[O:41])[CH:12]=[C:13]([Cl:15])[CH:14]=1.CCO[C:45]([CH3:47])=[O:46].C[N:49]([CH:51]=[O:52])C. (4) Given the product [Cl:1][C:2]1[CH:6]=[N:5][N:4]([CH:7]([CH3:9])[CH3:8])[C:3]=1[C:10]1[CH:11]=[C:12]([NH:18][C:27]([NH:26][C:23]2[CH:24]=[CH:25][C:20]([Cl:19])=[CH:21][CH:22]=2)=[O:28])[CH:13]=[CH:14][C:15]=1[O:16][CH3:17], predict the reactants needed to synthesize it. The reactants are: [Cl:1][C:2]1[CH:6]=[N:5][N:4]([CH:7]([CH3:9])[CH3:8])[C:3]=1[C:10]1[CH:11]=[C:12]([NH2:18])[CH:13]=[CH:14][C:15]=1[O:16][CH3:17].[Cl:19][C:20]1[CH:25]=[CH:24][C:23]([N:26]=[C:27]=[O:28])=[CH:22][CH:21]=1. (5) Given the product [CH3:1][O:2][C:3]1[CH:20]=[CH:19][C:6]([CH2:7][C:8]2[NH:21][C:10](=[O:9])[C:12]3[C:17]([CH:18]=2)=[CH:16][CH:15]=[CH:14][CH:13]=3)=[CH:5][CH:4]=1, predict the reactants needed to synthesize it. The reactants are: [CH3:1][O:2][C:3]1[CH:20]=[CH:19][C:6]([CH2:7][C:8]2[O:9][C:10]([C:12]3[C:17]([CH:18]=2)=[CH:16][CH:15]=[CH:14][CH:13]=3)=O)=[CH:5][CH:4]=1.[NH3:21]. (6) The reactants are: [Cl:1][C:2]1[C:31]([CH3:32])=[CH:30][C:5]2[N:6]([C:20]3[CH:25]=[CH:24][CH:23]=[C:22]([C:26]([F:29])([F:28])[F:27])[N:21]=3)[C:7]([N:9]3[CH2:14][CH2:13][CH:12]([C:15](OCC)=[O:16])[CH2:11][CH2:10]3)=[N:8][C:4]=2[CH:3]=1.[OH-].[Na+].Cl.[NH2:36][C@H:37]1[CH2:41][O:40][CH2:39][C@@H:38]1[OH:42].C(N(CC)C(C)C)(C)C.F[P-](F)(F)(F)(F)F.N1(OC(N(C)C)=[N+](C)C)C2N=CC=CC=2N=N1. Given the product [Cl:1][C:2]1[C:31]([CH3:32])=[CH:30][C:5]2[N:6]([C:20]3[CH:25]=[CH:24][CH:23]=[C:22]([C:26]([F:29])([F:27])[F:28])[N:21]=3)[C:7]([N:9]3[CH2:14][CH2:13][CH:12]([C:15]([NH:36][C@@H:37]4[C@@H:38]([OH:42])[CH2:39][O:40][CH2:41]4)=[O:16])[CH2:11][CH2:10]3)=[N:8][C:4]=2[CH:3]=1, predict the reactants needed to synthesize it. (7) The reactants are: [CH3:1][C:2]1([CH:5]=[CH2:6])[CH2:4][O:3]1.N1C=CN=C1.[Si:12](Cl)([C:15]([CH3:18])([CH3:17])[CH3:16])([CH3:14])[CH3:13].C(Cl)[Cl:21]. Given the product [C:15]([Si:12]([O:3][CH2:4]/[C:2](/[CH3:1])=[CH:5]/[CH2:6][Cl:21])([CH3:14])[CH3:13])([CH3:18])([CH3:17])[CH3:16], predict the reactants needed to synthesize it. (8) Given the product [CH3:12][N:4]1[CH:5]=[C:6]([N+:8]([O-:10])=[O:9])[CH:7]=[C:2]([CH3:1])[C:3]1=[O:11], predict the reactants needed to synthesize it. The reactants are: [CH3:1][C:2]1[C:3]([OH:11])=[N:4][CH:5]=[C:6]([N+:8]([O-:10])=[O:9])[CH:7]=1.[C:12]([O-])([O-])=O.[K+].[K+].CI. (9) Given the product [CH3:16][O:17][C:18]1[CH:23]=[CH:22][N:21]=[C:20]([NH:24][CH2:25][CH2:26][S:14][CH2:13][C@@H:4]([C:3]([OH:2])=[O:15])[NH2:5])[CH:19]=1, predict the reactants needed to synthesize it. The reactants are: C[O:2][C:3](=[O:15])[C@H:4]([CH2:13][SH:14])[NH:5]C(OC(C)(C)C)=O.[CH3:16][O:17][C:18]1[CH:23]=[CH:22][N:21]=[C:20]([NH:24][CH2:25][CH2:26]O)[CH:19]=1.N(C(N1CCCCC1)=O)=NC(N1CCCCC1)=O.N1C=CN=C1.CP(C)C.Cl. (10) Given the product [F:1][CH:2]([F:11])[O:3][C:4]1[CH:9]=[CH:8][C:7]([C:27]#[C:26][C:22]2[CH:21]=[C:20]([OH:19])[CH:25]=[CH:24][CH:23]=2)=[CH:6][CH:5]=1, predict the reactants needed to synthesize it. The reactants are: [F:1][CH:2]([F:11])[O:3][C:4]1[CH:9]=[CH:8][C:7](I)=[CH:6][CH:5]=1.C(N(CC)CC)C.[OH:19][C:20]1[CH:21]=[C:22]([C:26]#[CH:27])[CH:23]=[CH:24][CH:25]=1.C(OCC)(=O)C.